From a dataset of Reaction yield outcomes from USPTO patents with 853,638 reactions. Predict the reaction yield, written as a fraction of the theoretical maximum amount of product (1.0 means a 100% yield; for example, 0.34 means a 34% yield). (1) The reactants are [CH3:1][O:2][CH2:3][CH2:4][NH:5][C:6]1[CH:11]=[N:10][C:9]([N+:12]([O-])=O)=[CH:8][N:7]=1. The catalyst is C(OCC)(=O)C.[Pd]. The product is [CH3:1][O:2][CH2:3][CH2:4][NH:5][C:6]1[CH:11]=[N:10][C:9]([NH2:12])=[CH:8][N:7]=1. The yield is 0.800. (2) The reactants are [N:1]1[CH:6]=[CH:5][CH:4]=[C:3]([C:7]#[C:8][CH2:9][OH:10])[CH:2]=1. The catalyst is C(Cl)Cl. The product is [N:1]1[CH:6]=[CH:5][CH:4]=[C:3]([C:7]#[C:8][CH:9]=[O:10])[CH:2]=1. The yield is 0.200. (3) The reactants are F[C:2]1[CH:9]=[CH:8][C:7]([C:10]([F:13])([F:12])[F:11])=[CH:6][C:3]=1[C:4]#[N:5].[H-].[Na+].[CH3:16][N:17]1[CH2:21][CH2:20][CH2:19][C@H:18]1[CH2:22][OH:23]. The catalyst is O1CCCC1. The product is [CH3:16][N:17]1[CH2:21][CH2:20][CH2:19][C@H:18]1[CH2:22][O:23][C:2]1[CH:9]=[CH:8][C:7]([C:10]([F:13])([F:12])[F:11])=[CH:6][C:3]=1[C:4]#[N:5]. The yield is 1.00. (4) The reactants are C(OCC)C.Cl[C:7]1[N:12]=[C:11]([Cl:13])[C:10]([C:14]([F:17])([F:16])[F:15])=[CH:9][N:8]=1.[NH2:18][C:19]1[CH:20]=[N:21][N:22]([CH:24]2[CH2:29][CH2:28][N:27]([C:30]([O:32][C:33]([CH3:36])([CH3:35])[CH3:34])=[O:31])[CH2:26][CH2:25]2)[CH:23]=1.CCN(CC)CC. The catalyst is CC(O)(C)C.ClCCCl.[Cl-].[Cl-].[Zn+2]. The product is [Cl:13][C:11]1[C:10]([C:14]([F:17])([F:16])[F:15])=[CH:9][N:8]=[C:7]([NH:18][C:19]2[CH:20]=[N:21][N:22]([CH:24]3[CH2:25][CH2:26][N:27]([C:30]([O:32][C:33]([CH3:36])([CH3:35])[CH3:34])=[O:31])[CH2:28][CH2:29]3)[CH:23]=2)[N:12]=1. The yield is 0.710. (5) The reactants are Br[C:2]1[N:3]=[C:4]2[C:10]3[CH:11]=[CH:12][CH:13]=[CH:14][C:9]=3[NH:8][C:7]3[N:15]=[CH:16][CH:17]=[CH:18][C:6]=3[N:5]2[C:19]=1[C:20]1[CH:25]=[CH:24][C:23]([C:26]2([NH:30]C(=O)OC(C)(C)C)[CH2:29][CH2:28][CH2:27]2)=[CH:22][CH:21]=1.[N:38]1[C:47]2[C:42](=[CH:43][CH:44]=[CH:45][CH:46]=2)[CH:41]=[C:40](B(O)O)[CH:39]=1.[O-]P([O-])([O-])=O.[K+].[K+].[K+]. The catalyst is CN(C=O)C.O.CCOC(C)=O.CC(P(C(C)(C)C)C1C=CC(N(C)C)=CC=1)(C)C.CC(P(C(C)(C)C)C1C=CC(N(C)C)=CC=1)(C)C.Cl[Pd]Cl. The product is [N:38]1[C:47]2[C:42](=[CH:43][CH:44]=[CH:45][CH:46]=2)[CH:41]=[C:40]([C:2]2[N:3]=[C:4]3[C:10]4[CH:11]=[CH:12][CH:13]=[CH:14][C:9]=4[NH:8][C:7]4[N:15]=[CH:16][CH:17]=[CH:18][C:6]=4[N:5]3[C:19]=2[C:20]2[CH:25]=[CH:24][C:23]([C:26]3([NH2:30])[CH2:29][CH2:28][CH2:27]3)=[CH:22][CH:21]=2)[CH:39]=1. The yield is 0.550. (6) The reactants are Br[CH2:2][C:3]1[NH:7][N:6]=[C:5]([C:8]2[CH:13]=[CH:12][N:11]=[CH:10][CH:9]=2)[CH:4]=1.[N-:14]=[N+:15]=[N-:16].[Na+].CN(C=O)C. The catalyst is CO.C(Cl)Cl. The product is [N:14]([CH2:2][C:3]1[NH:7][N:6]=[C:5]([C:8]2[CH:13]=[CH:12][N:11]=[CH:10][CH:9]=2)[CH:4]=1)=[N+:15]=[N-:16]. The yield is 1.00.